This data is from Forward reaction prediction with 1.9M reactions from USPTO patents (1976-2016). The task is: Predict the product of the given reaction. (1) Given the reactants [Cl:1][C:2]1[CH:7]=[CH:6][CH:5]=[C:4]([F:8])[C:3]=1[CH2:9][CH2:10][OH:11].[Cl:12][C:13]1[C:18]([C:19]([F:22])([F:21])[F:20])=[C:17](Cl)[CH:16]=[CH:15][N:14]=1, predict the reaction product. The product is: [Cl:12][C:13]1[C:18]([C:19]([F:20])([F:21])[F:22])=[C:17]([O:11][CH2:10][CH2:9][C:3]2[C:4]([F:8])=[CH:5][CH:6]=[CH:7][C:2]=2[Cl:1])[CH:16]=[CH:15][N:14]=1. (2) Given the reactants [Br:1][C:2]1[CH:8]=[CH:7][C:5]([NH2:6])=[C:4]([F:9])[CH:3]=1.C[Si]([N-][Si](C)(C)C)(C)C.[Na+].[C:20](O[C:20]([O:22][C:23]([CH3:26])([CH3:25])[CH3:24])=[O:21])([O:22][C:23]([CH3:26])([CH3:25])[CH3:24])=[O:21].[Na], predict the reaction product. The product is: [Br:1][C:2]1[CH:8]=[CH:7][C:5]([NH:6][C:20](=[O:21])[O:22][C:23]([CH3:26])([CH3:25])[CH3:24])=[C:4]([F:9])[CH:3]=1. (3) Given the reactants [CH2:1]([O:3][C:4](=[O:13])[CH2:5][N:6]1[CH:10]=[C:9]([C:11]#[N:12])[N:8]=[CH:7]1)[CH3:2].C(O[CH:17](OCC)[N:18]([CH3:20])[CH3:19])C, predict the reaction product. The product is: [CH2:1]([O:3][C:4](=[O:13])[C:5]([N:6]1[CH:10]=[C:9]([C:11]#[N:12])[N:8]=[CH:7]1)=[CH:17][N:18]([CH3:20])[CH3:19])[CH3:2]. (4) Given the reactants C1C=CC(P(C2C=CC=CC=2)C2C=CC=CC=2)=CC=1.[Cl:20]N1C(=O)CCC1=O.O[C:29]1[C:30]2[CH2:38][N:37]([C:39]([O:41][C:42]([CH3:45])([CH3:44])[CH3:43])=[O:40])[CH2:36][CH2:35][C:31]=2[N:32]=[CH:33][N:34]=1.C(N(CC)CC)C, predict the reaction product. The product is: [Cl:20][C:29]1[C:30]2[CH2:38][N:37]([C:39]([O:41][C:42]([CH3:45])([CH3:44])[CH3:43])=[O:40])[CH2:36][CH2:35][C:31]=2[N:32]=[CH:33][N:34]=1. (5) Given the reactants [OH:1][C:2]1[CH:3]=[C:4]([CH:8]=[C:9]([O:11][C@@H:12]([CH3:16])[CH2:13][O:14][CH3:15])[CH:10]=1)[C:5]([OH:7])=O.[CH3:17][C:18]1[N:19]=[CH:20][C:21]([NH2:24])=[N:22][CH:23]=1, predict the reaction product. The product is: [OH:1][C:2]1[CH:3]=[C:4]([CH:8]=[C:9]([O:11][C@@H:12]([CH3:16])[CH2:13][O:14][CH3:15])[CH:10]=1)[C:5]([NH:24][C:21]1[CH:20]=[N:19][C:18]([CH3:17])=[CH:23][N:22]=1)=[O:7]. (6) Given the reactants [Cl:1][C:2]1[CH:7]=[CH:6][C:5]([C:8]#N)=[CH:4][N:3]=1.CC(C[AlH]CC(C)C)C.CO.[OH:21]S(O)(=O)=O, predict the reaction product. The product is: [Cl:1][C:2]1[N:3]=[CH:4][C:5]([CH:8]=[O:21])=[CH:6][CH:7]=1. (7) Given the reactants [C:1]1([CH:8]=[CH:7][CH:6]=[C:4]([OH:5])[CH:3]=1)[OH:2].C1([OH:15])C=CC=CC=1, predict the reaction product. The product is: [C:1]1([OH:2])[CH:8]=[CH:7][CH:6]=[CH:4][CH:3]=1.[CH:8]1[C:1]([OH:2])=[CH:3][C:4]([OH:5])=[CH:6][C:7]=1[OH:15]. (8) Given the reactants CC1(C)[O:7][CH2:6][CH:5]([N:8]2[CH2:17][CH2:16][C:15]3[C:10](=[CH:11][CH:12]=[CH:13][C:14]=3[C:18]3[N:22]=[C:21]([C:23]4[CH:24]=[C:25]5[C:29](=[CH:30][CH:31]=4)[N:28]([CH:32]([CH3:34])[CH3:33])[CH:27]=[CH:26]5)[O:20][N:19]=3)[CH2:9]2)[CH2:4][O:3]1.C(=O)([O-])O.[Na+], predict the reaction product. The product is: [CH:32]([N:28]1[C:29]2[C:25](=[CH:24][C:23]([C:21]3[O:20][N:19]=[C:18]([C:14]4[CH:13]=[CH:12][CH:11]=[C:10]5[C:15]=4[CH2:16][CH2:17][N:8]([CH:5]([CH2:6][OH:7])[CH2:4][OH:3])[CH2:9]5)[N:22]=3)=[CH:31][CH:30]=2)[CH:26]=[CH:27]1)([CH3:34])[CH3:33]. (9) The product is: [CH3:35][S:36]([O:1][CH2:2][CH2:3][N:4]1[CH:8]=[C:7]([CH:9]2[CH2:10][CH2:11][O:12][CH2:13][CH2:14]2)[N:6]=[C:5]1[CH:15]1[CH2:20][CH2:19][N:18]([C:21]([O:23][C:24]([CH3:27])([CH3:26])[CH3:25])=[O:22])[CH2:17][CH2:16]1)(=[O:38])=[O:37]. Given the reactants [OH:1][CH2:2][CH2:3][N:4]1[CH:8]=[C:7]([CH:9]2[CH2:14][CH2:13][O:12][CH2:11][CH2:10]2)[N:6]=[C:5]1[CH:15]1[CH2:20][CH2:19][N:18]([C:21]([O:23][C:24]([CH3:27])([CH3:26])[CH3:25])=[O:22])[CH2:17][CH2:16]1.C(N(CC)CC)C.[CH3:35][S:36](Cl)(=[O:38])=[O:37], predict the reaction product.